Task: Predict the reaction yield, written as a fraction of the theoretical maximum amount of product (1.0 means a 100% yield; for example, 0.34 means a 34% yield).. Dataset: Reaction yield outcomes from USPTO patents with 853,638 reactions (1) The reactants are [C:1]([O:4][CH2:5][C:6]([CH3:36])([CH3:35])[CH2:7][N:8]1[C:14]2[CH:15]=[CH:16][C:17]([Cl:19])=[CH:18][C:13]=2[C@@H:12]([C:20]2[CH:25]=[CH:24][CH:23]=[C:22]([O:26][CH3:27])[C:21]=2[O:28][CH3:29])[O:11][C@H:10]([CH2:30][C:31](O)=[O:32])[C:9]1=[O:34])(=[O:3])[CH3:2].C(N(CC)CC)C.ClC(OCC(C)C)=O.Cl.[NH2:53][C:54]1[CH:55]=[C:56]([CH2:62][C:63]([O:65][CH2:66][CH3:67])=[O:64])[CH:57]=[CH:58][C:59]=1[O:60][CH3:61].N1C=CC=CC=1.Cl. The catalyst is CN(C)C=O.C(OCC)(=O)C.O. The product is [Cl:19][C:17]1[CH:16]=[CH:15][C:14]2[N:8]([CH2:7][C:6]([CH3:36])([CH3:35])[CH2:5][O:4][C:1](=[O:3])[CH3:2])[C:9](=[O:34])[C@@H:10]([CH2:30][C:31]([NH:53][C:54]3[CH:55]=[C:56]([CH2:62][C:63]([O:65][CH2:66][CH3:67])=[O:64])[CH:57]=[CH:58][C:59]=3[O:60][CH3:61])=[O:32])[O:11][C@H:12]([C:20]3[CH:25]=[CH:24][CH:23]=[C:22]([O:26][CH3:27])[C:21]=3[O:28][CH3:29])[C:13]=2[CH:18]=1. The yield is 0.590. (2) The catalyst is CC#N. The yield is 0.930. The product is [C:18]([C:4]1[CH:3]=[N:2][NH:1][C:7]2[CH:8]=[CH:9][CH:10]=[CH:11][C:6]=2[CH:5]=1)(=[O:20])[CH3:19]. The reactants are [NH:1]1[C:7]2[CH:8]=[CH:9][CH:10]=[CH:11][C:6]=2[CH:5]=[CH:4][CH:3]=[N:2]1.C([O-])([O-])=O.[K+].[K+].[C:18](OC(=O)C)(=[O:20])[CH3:19].C(OCC)(=O)C.CO. (3) The reactants are [Br:1][C:2]1[C:3]([CH:18]2[CH2:20][CH2:19]2)=[N:4][C:5]([N:11]2[CH2:16][CH2:15][NH:14][C@H:13]([CH3:17])[CH2:12]2)=[C:6]([C:9]=1[CH3:10])[C:7]#[N:8].[CH3:21][O:22][CH2:23][CH2:24][C:25](O)=[O:26].O=P(Cl)(Cl)Cl. The catalyst is N1C=CC=CC=1. The product is [Br:1][C:2]1[C:3]([CH:18]2[CH2:20][CH2:19]2)=[N:4][C:5]([N:11]2[CH2:16][CH2:15][N:14]([C:25](=[O:26])[CH2:24][CH2:23][O:22][CH3:21])[C@H:13]([CH3:17])[CH2:12]2)=[C:6]([C:9]=1[CH3:10])[C:7]#[N:8]. The yield is 0.590. (4) The reactants are [C:1]([O:4][C@@H:5]1[CH2:9][C@@H:8]([CH2:10][OH:11])[O:7][C@H:6]1[N:12]1[CH:20]=[N:19][C:18]2[C:13]1=[N:14][CH:15]=[N:16][C:17]=2[NH:21][C@@H:22]1[C:30]2[C:25](=[CH:26][CH:27]=[CH:28][CH:29]=2)[CH2:24][CH2:23]1)(=[O:3])[CH3:2].C(N(CC)CC)C.Cl[S:39]([NH2:42])(=[O:41])=[O:40]. The catalyst is CN(C=O)C.C(#N)C.CCOC(C)=O.O. The product is [C:1]([O:4][C@@H:5]1[CH2:9][C@@H:8]([CH2:10][O:11][S:39](=[O:41])(=[O:40])[NH2:42])[O:7][C@H:6]1[N:12]1[CH:20]=[N:19][C:18]2[C:13]1=[N:14][CH:15]=[N:16][C:17]=2[NH:21][C@@H:22]1[C:30]2[C:25](=[CH:26][CH:27]=[CH:28][CH:29]=2)[CH2:24][CH2:23]1)(=[O:3])[CH3:2]. The yield is 0.520. (5) The reactants are Br[C:2]1[CH:3]=[C:4]([S:8]([NH:11][C:12]2[CH:17]=[CH:16][C:15]([CH3:18])=[CH:14][C:13]=2[S:19]([NH2:22])(=[O:21])=[O:20])(=[O:10])=[O:9])[CH:5]=[CH:6][CH:7]=1.[Cl:23][C:24]1[CH:25]=[C:26](B(O)O)[CH:27]=[CH:28][C:29]=1[Cl:30].C1(P(C2CCCCC2)C2CCCCC2)CCCCC1.P([O-])([O-])([O-])=O.[K+].[K+].[K+]. The yield is 0.510. The product is [Cl:23][C:24]1[CH:25]=[C:26]([C:2]2[CH:3]=[C:4]([S:8]([NH:11][C:12]3[CH:17]=[CH:16][C:15]([CH3:18])=[CH:14][C:13]=3[S:19]([NH2:22])(=[O:21])=[O:20])(=[O:10])=[O:9])[CH:5]=[CH:6][CH:7]=2)[CH:27]=[CH:28][C:29]=1[Cl:30]. The catalyst is CN(C=O)C.Cl.CC([O-])=O.CC([O-])=O.[Pd+2].